From a dataset of Full USPTO retrosynthesis dataset with 1.9M reactions from patents (1976-2016). Predict the reactants needed to synthesize the given product. (1) Given the product [N+:17]([O:20][C@@H:21]([CH2:28][O:29][N+:30]([O-:32])=[O:31])[CH2:22][CH2:23][CH2:24][C:25]([O:16][C@H:15]1[CH2:14][O:13][C@@H:12]2[C@@H:8]([O:7][CH:2]3[CH2:3][CH2:4][CH2:5][CH2:6][O:1]3)[CH2:9][O:10][C@H:11]12)=[O:26])([O-:19])=[O:18], predict the reactants needed to synthesize it. The reactants are: [O:1]1[CH2:6][CH2:5][CH2:4][CH2:3][CH:2]1[O:7][CH:8]1[CH:12]2[O:13][CH2:14][CH:15]([OH:16])[CH:11]2[O:10][CH2:9]1.[N+:17]([O:20][C@@H:21]([CH2:28][O:29][N+:30]([O-:32])=[O:31])[CH2:22][CH2:23][CH2:24][C:25](O)=[O:26])([O-:19])=[O:18].CCN=C=NCCCN(C)C. (2) Given the product [NH2:2][C:1]([C:3]1[CH:4]=[CH:5][C:6]([O:7][C:8]2[CH:9]=[C:10]([CH:20]=[C:21]([O:23][C@@H:24]([CH3:28])[CH2:25][O:26][CH3:27])[CH:22]=2)[C:11]([NH:13][C:14]2[CH:18]=[CH:17][N:16]([CH3:19])[N:15]=2)=[O:12])=[CH:29][CH:30]=1)=[O:38], predict the reactants needed to synthesize it. The reactants are: [C:1]([C:3]1[CH:30]=[CH:29][C:6]([O:7][C:8]2[CH:9]=[C:10]([CH:20]=[C:21]([O:23][C@@H:24]([CH3:28])[CH2:25][O:26][CH3:27])[CH:22]=2)[C:11]([NH:13][C:14]2[CH:18]=[CH:17][N:16]([CH3:19])[N:15]=2)=[O:12])=[CH:5][CH:4]=1)#[N:2].[N-]=[N+]=[N-].[Na+].C([OH:38])(C)C. (3) Given the product [CH3:6][O:7][CH2:8][O:9][C:10]1[CH:11]=[C:12]([CH3:16])[CH:13]=[CH:14][C:15]=1[CH:22]([C:18]1[S:17][CH:21]=[CH:20][N:19]=1)[OH:23], predict the reactants needed to synthesize it. The reactants are: [Li]C(C)(C)C.[CH3:6][O:7][CH2:8][O:9][C:10]1[CH:15]=[CH:14][CH:13]=[C:12]([CH3:16])[CH:11]=1.[S:17]1[CH:21]=[CH:20][N:19]=[C:18]1[CH:22]=[O:23]. (4) Given the product [CH3:7][C:2]([C:8]1[CH:9]=[CH:10][C:11]([CH2:12][OH:13])=[CH:14][CH:15]=1)([CH3:1])[CH2:3][CH2:4][CH2:5][CH3:6], predict the reactants needed to synthesize it. The reactants are: [CH3:1][C:2]([C:8]1[CH:15]=[CH:14][C:11]([CH:12]=[O:13])=[CH:10][CH:9]=1)([CH3:7])[CH2:3][CH2:4][CH2:5][CH3:6].C(C(C1C=CC(C=O)=CC=1)(C)CC)C.[BH4-].[K+]. (5) Given the product [CH2:16]([C:14]1[S:15][C:11]2[NH:10][CH:9]=[CH:5][C:4](=[O:3])[C:12]=2[N:13]=1)[CH2:17][CH3:18], predict the reactants needed to synthesize it. The reactants are: CC1(C)OC(=O)[C:5](=[CH:9][NH:10][C:11]2[S:15][C:14]([CH2:16][CH2:17][CH3:18])=[N:13][CH:12]=2)[C:4](=O)[O:3]1.C1(OC2C=CC=CC=2)C=CC=CC=1. (6) Given the product [NH2:54][C:51]1[N:50]=[C:49]([O:55][CH2:56][CH2:57][O:58][CH3:59])[N:48]=[C:47]2[C:52]=1[N:53]=[C:45]([O:44][CH3:43])[N:46]2[CH2:60][C:61]1[CH:66]=[CH:65][C:64]([CH2:67][N:68]([CH3:69])[CH2:11][CH2:10][CH2:9][N:8]([CH2:13][C:14]2[CH:15]=[C:16]([CH2:20][C:21]([O:23][CH3:24])=[O:22])[CH:17]=[CH:18][CH:19]=2)[C:6]([O:5][C:1]([CH3:4])([CH3:3])[CH3:2])=[O:7])=[CH:63][CH:62]=1, predict the reactants needed to synthesize it. The reactants are: [C:1]([O:5][C:6]([N:8]([CH2:13][C:14]1[CH:15]=[C:16]([CH2:20][C:21]([O:23][CH3:24])=[O:22])[CH:17]=[CH:18][CH:19]=1)[CH2:9][CH2:10][CH2:11]O)=[O:7])([CH3:4])([CH3:3])[CH3:2].C(N(CC)CC)C.CS(Cl)(=O)=O.C(=O)([O-])[O-].[K+].[K+].[CH3:43][O:44][C:45]1[N:46]([CH2:60][C:61]2[CH:66]=[CH:65][C:64]([CH2:67][NH:68][CH3:69])=[CH:63][CH:62]=2)[C:47]2[C:52]([N:53]=1)=[C:51]([NH2:54])[N:50]=[C:49]([O:55][CH2:56][CH2:57][O:58][CH3:59])[N:48]=2. (7) Given the product [CH3:1][N:2]([CH2:4][C-:5]1[CH:9]=[CH:8][CH:7]=[C:6]1[Si:37]([C:44]1[CH:45]=[CH:46][CH:47]=[CH:48][CH:49]=1)([C:50]1[CH:55]=[CH:54][CH:53]=[CH:52][CH:51]=1)[C:38]1[CH:39]=[CH:40][CH:41]=[CH:42][CH:43]=1)[CH3:3].[CH-:5]1[CH:9]=[CH:8][CH:7]=[CH:6]1.[Fe+2:15], predict the reactants needed to synthesize it. The reactants are: [CH3:1][N:2]([CH2:4][C-:5]1[CH:9]=[CH:8][CH:7]=[CH:6]1)[CH3:3].[CH-]1C=CC=C1.[Fe+2:15].C([Li])CCC.CN(CCN(C)C)C.C(=O)=O.CC(C)=O.Cl[Si:37]([C:50]1[CH:55]=[CH:54][CH:53]=[CH:52][CH:51]=1)([C:44]1[CH:49]=[CH:48][CH:47]=[CH:46][CH:45]=1)[C:38]1[CH:43]=[CH:42][CH:41]=[CH:40][CH:39]=1.C(OCC)C. (8) Given the product [CH:4]1[C:5]2[NH:27][C:7]3[C:8](=[CH:10][CH:11]=[CH:12][CH:13]=3)[C:9]=2[CH:1]=[CH:2][CH:3]=1, predict the reactants needed to synthesize it. The reactants are: [CH:1]1[C:9]2[C:8]3[CH:10]=[CH:11][CH:12]=[CH:13][C:7]=3O[C:5]=2[CH:4]=[CH:3][CH:2]=1.C1C2C3C=CC=CC=3OC=2C=C([NH2:27])C=1.C1C2C3C=CC(N)=CC=3OC=2C=C(N)C=1.C1(N)C2C3C(N)=CC=CC=3OC=2C=CC=1.C1(N)C2C3C(N)=CC(N)=CC=3OC=2C=C(N)C=1.C1C2C3C=C(N)C=C(N)C=3OC=2C(N)=CC=1N.C1C2C3C=CC=CC=3OC=2C=C(O)C=1.C1C2C3C=CC(O)=CC=3OC=2C=C(O)C=1.C1(O)C2C3C(O)=CC=CC=3OC=2C=CC=1.C1(O)C2C3C(O)=CC(O)=CC=3OC=2C=C(O)C=1.C1C2C3C=C(O)C=C(O)C=3OC=2C(O)=CC=1O.C1(N)C2C3C=CC=CC=3OC=2C=C(N)C=1.C1(O)C2C3C=CC=CC=3OC=2C=C(O)C=1.